This data is from Forward reaction prediction with 1.9M reactions from USPTO patents (1976-2016). The task is: Predict the product of the given reaction. (1) Given the reactants [CH3:1][C:2]1([CH3:21])[CH2:7][CH:6]([N:8]2[CH2:12][CH2:11][O:10][C:9]2=[O:13])[CH2:5][CH2:4][N:3]1CC1C=CC=CC=1, predict the reaction product. The product is: [CH3:1][C:2]1([CH3:21])[CH2:7][CH:6]([N:8]2[CH2:12][CH2:11][O:10][C:9]2=[O:13])[CH2:5][CH2:4][NH:3]1. (2) Given the reactants [C:1]1([NH2:8])[CH:6]=[CH:5][C:4]([NH2:7])=[CH:3][CH:2]=1.Cl[C:10]1[O:11][C:12]2[CH:18]=[CH:17][CH:16]=[CH:15][C:13]=2[N:14]=1, predict the reaction product. The product is: [O:11]1[C:12]2[CH:18]=[CH:17][CH:16]=[CH:15][C:13]=2[N:14]=[C:10]1[NH:7][C:4]1[CH:5]=[CH:6][C:1]([NH2:8])=[CH:2][CH:3]=1. (3) Given the reactants [CH2:1]([O:3][C:4]1[CH:13]=[C:12]([O:14]C)[CH:11]=[C:10]2[C:5]=1[C:6](=[O:24])[N:7]([C:16]1[CH:21]=[CH:20][C:19]([O:22]C)=[CH:18][CH:17]=1)[CH:8]=[N:9]2)[CH3:2].C([S-])C.[Na+].Cl, predict the reaction product. The product is: [CH2:1]([O:3][C:4]1[CH:13]=[C:12]([OH:14])[CH:11]=[C:10]2[C:5]=1[C:6](=[O:24])[N:7]([C:16]1[CH:21]=[CH:20][C:19]([OH:22])=[CH:18][CH:17]=1)[CH:8]=[N:9]2)[CH3:2].